Dataset: Reaction yield outcomes from USPTO patents with 853,638 reactions. Task: Predict the reaction yield, written as a fraction of the theoretical maximum amount of product (1.0 means a 100% yield; for example, 0.34 means a 34% yield). (1) The catalyst is C(Cl)Cl. The reactants are [CH3:1][O:2][C:3](=[O:15])[CH2:4][CH2:5][C:6]1[CH:11]=[CH:10][C:9]([CH2:12]O)=[CH:8][C:7]=1[CH3:14].C(N(CC)CC)C.S(Cl)([Cl:25])=O.O. The yield is 0.910. The product is [CH3:1][O:2][C:3](=[O:15])[CH2:4][CH2:5][C:6]1[CH:11]=[CH:10][C:9]([CH2:12][Cl:25])=[CH:8][C:7]=1[CH3:14]. (2) The reactants are [NH2:1][C:2]1[CH:10]=[CH:9][C:5]([C:6]([OH:8])=O)=[CH:4][C:3]=1[Cl:11].[NH:12]1[CH2:17][CH2:16][CH2:15][C@@H:14]2[C:18]3[CH:19]=[CH:20][CH:21]=[CH:22][C:23]=3[CH2:24][C@H:13]12.F[P-](F)(F)(F)(F)F.N1(OC(N(C)C)=[N+](C)C)C2N=CC=CC=2N=N1. No catalyst specified. The product is [NH2:1][C:2]1[CH:10]=[CH:9][C:5]([C:6]([N:12]2[CH2:17][CH2:16][CH2:15][C@@H:14]3[C:18]4[CH:19]=[CH:20][CH:21]=[CH:22][C:23]=4[CH2:24][C@H:13]23)=[O:8])=[CH:4][C:3]=1[Cl:11]. The yield is 0.380. (3) The reactants are [H-].[Na+].[Si:3]([O:20][CH2:21][CH2:22][O:23][CH2:24][C@H:25]([OH:35])[C:26]([NH:28][C:29]1[CH:34]=[CH:33][CH:32]=[CH:31][N:30]=1)=[O:27])([C:16]([CH3:19])([CH3:18])[CH3:17])([C:10]1[CH:15]=[CH:14][CH:13]=[CH:12][CH:11]=1)[C:4]1[CH:9]=[CH:8][CH:7]=[CH:6][CH:5]=1.Cl[C:37]1[N:42]=[CH:41][N:40]=[C:39]2[N:43]([C:46]3[CH:51]=[CH:50][CH:49]=[CH:48][C:47]=3[Cl:52])[N:44]=[CH:45][C:38]=12.C(O)(=O)CC(CC(O)=O)(C(O)=O)O. The catalyst is C1COCC1. The product is [Si:3]([O:20][CH2:21][CH2:22][O:23][CH2:24][C@H:25]([O:35][C:37]1[N:42]=[CH:41][N:40]=[C:39]2[N:43]([C:46]3[CH:51]=[CH:50][CH:49]=[CH:48][C:47]=3[Cl:52])[N:44]=[CH:45][C:38]=12)[C:26]([NH:28][C:29]1[CH:34]=[CH:33][CH:32]=[CH:31][N:30]=1)=[O:27])([C:16]([CH3:19])([CH3:18])[CH3:17])([C:10]1[CH:15]=[CH:14][CH:13]=[CH:12][CH:11]=1)[C:4]1[CH:9]=[CH:8][CH:7]=[CH:6][CH:5]=1. The yield is 0.950. (4) The yield is 0.0500. The product is [CH3:1][S:2]([O:5][C:6]1[CH:11]=[CH:10][CH:9]=[C:8]([C:12]2([C:22]3[CH:23]=[C:24]([C:33]4[CH:34]=[C:35]([C:37]([F:40])([F:38])[F:39])[CH:36]=[C:31]([C:30]([F:29])([F:45])[F:44])[CH:32]=4)[CH:25]=[CH:26][CH:27]=3)[C:16]3=[N:17][CH2:18][CH2:19][CH2:20][N:15]3[C:14]([NH2:21])=[N:13]2)[CH:7]=1)(=[O:4])=[O:3]. The reactants are [CH3:1][S:2]([O:5][C:6]1[CH:11]=[CH:10][CH:9]=[C:8]([C:12]2([C:22]3[CH:27]=[CH:26][CH:25]=[C:24](Br)[CH:23]=3)[C:16]3=[N:17][CH2:18][CH2:19][CH2:20][N:15]3[C:14]([NH2:21])=[N:13]2)[CH:7]=1)(=[O:4])=[O:3].[F:29][C:30]([F:45])([F:44])[C:31]1[CH:32]=[C:33](B(O)O)[CH:34]=[C:35]([C:37]([F:40])([F:39])[F:38])[CH:36]=1.C(=O)([O-])[O-].[K+].[K+].C(OCC)(=O)C. The catalyst is O1CCOCC1.O. (5) The reactants are Br[C:2]1[CH:7]=[CH:6][CH:5]=[CH:4][C:3]=1[CH:8]1[CH2:17][C:16]([CH3:19])([CH3:18])[C:15]2[C:10](=[CH:11][CH:12]=[C:13]([C:20]#[N:21])[CH:14]=2)[NH:9]1.[NH2:22][C:23]1([C:26]([OH:28])=[O:27])[CH2:25][CH2:24]1.C(=O)([O-])[O-].[K+].[K+]. The catalyst is CS(C)=O.[Cu]I. The product is [C:20]([C:13]1[CH:14]=[C:15]2[C:10](=[CH:11][CH:12]=1)[NH:9][CH:8]([C:3]1[CH:4]=[CH:5][CH:6]=[CH:7][C:2]=1[NH:22][C:23]1([C:26]([OH:28])=[O:27])[CH2:25][CH2:24]1)[CH2:17][C:16]2([CH3:19])[CH3:18])#[N:21]. The yield is 0.281. (6) The reactants are [CH2:1]([C:5]1[N:9]([C:10]2[CH:15]=[CH:14][CH:13]=[CH:12][CH:11]=2)[N:8]=[C:7]([C:16]([O:18][CH2:19][CH3:20])=[O:17])[C:6]=1[C:21]1[CH:29]=[CH:28][C:24]([C:25](O)=[O:26])=[CH:23][C:22]=1[C:30]([N:32]1[CH2:41][CH2:40][C:39]2[C:34](=[CH:35][CH:36]=[CH:37][CH:38]=2)[CH2:33]1)=[O:31])[CH2:2][CH2:3][CH3:4].[CH3:42][Si:43]([CH3:51])([CH3:50])[CH2:44][CH2:45][S:46]([NH2:49])(=[O:48])=[O:47]. No catalyst specified. The product is [CH2:1]([C:5]1[N:9]([C:10]2[CH:11]=[CH:12][CH:13]=[CH:14][CH:15]=2)[N:8]=[C:7]([C:16]([O:18][CH2:19][CH3:20])=[O:17])[C:6]=1[C:21]1[CH:29]=[CH:28][C:24]([C:25](=[O:26])[NH:49][S:46]([CH2:45][CH2:44][Si:43]([CH3:51])([CH3:50])[CH3:42])(=[O:48])=[O:47])=[CH:23][C:22]=1[C:30]([N:32]1[CH2:41][CH2:40][C:39]2[C:34](=[CH:35][CH:36]=[CH:37][CH:38]=2)[CH2:33]1)=[O:31])[CH2:2][CH2:3][CH3:4]. The yield is 0.860. (7) The reactants are [Cl:1][C:2]1[CH:29]=[CH:28][CH:27]=[CH:26][C:3]=1[C:4]([NH:6][C@H:7]1[C:15]2[C:10](=[CH:11][CH:12]=[C:13]([C:16]([N:18]([CH3:25])[CH:19]3[CH2:24][CH2:23][NH:22][CH2:21][CH2:20]3)=[O:17])[CH:14]=2)[CH2:9][CH2:8]1)=[O:5].Cl[C:31]1[S:35][N:34]=[C:33]([CH3:36])[N:32]=1.C([O-])([O-])=O.[Cs+].[Cs+]. The catalyst is O1CCOCC1. The product is [Cl:1][C:2]1[CH:29]=[CH:28][CH:27]=[CH:26][C:3]=1[C:4]([NH:6][C@H:7]1[C:15]2[C:10](=[CH:11][CH:12]=[C:13]([C:16]([N:18]([CH3:25])[CH:19]3[CH2:20][CH2:21][N:22]([C:31]4[S:35][N:34]=[C:33]([CH3:36])[N:32]=4)[CH2:23][CH2:24]3)=[O:17])[CH:14]=2)[CH2:9][CH2:8]1)=[O:5]. The yield is 0.590.